This data is from TCR-epitope binding with 47,182 pairs between 192 epitopes and 23,139 TCRs. The task is: Binary Classification. Given a T-cell receptor sequence (or CDR3 region) and an epitope sequence, predict whether binding occurs between them. (1) The epitope is FIAGLIAIV. The TCR CDR3 sequence is CSVGPAGGPDTQYF. Result: 1 (the TCR binds to the epitope). (2) The epitope is HTTDPSFLGRY. The TCR CDR3 sequence is CASSEYGRGGVEQPQHF. Result: 1 (the TCR binds to the epitope). (3) The epitope is AVFDRKSDAK. The TCR CDR3 sequence is CASSLVWGHEQFF. Result: 0 (the TCR does not bind to the epitope). (4) The epitope is RPRGEVRFL. The TCR CDR3 sequence is CASRRQGRDNEQFF. Result: 1 (the TCR binds to the epitope). (5) The epitope is KAYNVTQAF. The TCR CDR3 sequence is CASSFAGELFF. Result: 0 (the TCR does not bind to the epitope). (6) The epitope is LPRRSGAAGA. The TCR CDR3 sequence is CASSLGRGTGELFF. Result: 1 (the TCR binds to the epitope).